From a dataset of Full USPTO retrosynthesis dataset with 1.9M reactions from patents (1976-2016). Predict the reactants needed to synthesize the given product. (1) Given the product [F:13][C:4]1[C:5]([OH:12])=[C:6]([CH:11]=[C:2]([B:15]2[O:19][C:18]([CH3:21])([CH3:20])[C:17]([CH3:23])([CH3:22])[O:16]2)[C:3]=1[CH3:14])[C:7]([O:9][CH3:10])=[O:8], predict the reactants needed to synthesize it. The reactants are: Br[C:2]1[C:3]([CH3:14])=[C:4]([F:13])[C:5]([OH:12])=[C:6]([CH:11]=1)[C:7]([O:9][CH3:10])=[O:8].[B:15]1([B:15]2[O:19][C:18]([CH3:21])([CH3:20])[C:17]([CH3:23])([CH3:22])[O:16]2)[O:19][C:18]([CH3:21])([CH3:20])[C:17]([CH3:23])([CH3:22])[O:16]1.C([O-])(=O)C.[K+].C1(C)C=CC=CC=1. (2) Given the product [CH3:1][O:2][C:3](=[O:12])[CH:4]([O:11][S:23]([CH3:22])(=[O:25])=[O:24])[C:5]1[S:6][C:7]([CH3:10])=[CH:8][CH:9]=1, predict the reactants needed to synthesize it. The reactants are: [CH3:1][O:2][C:3](=[O:12])[CH:4]([OH:11])[C:5]1[S:6][C:7]([CH3:10])=[CH:8][CH:9]=1.C(N(C(C)C)C(C)C)C.[CH3:22][S:23](Cl)(=[O:25])=[O:24]. (3) Given the product [Cl:1][C:2]1[CH:10]=[CH:9][C:5]([C:6]([OH:8])=[O:7])=[CH:4][C:3]=1[C:11]1[O:12][C:13]([CH:16]=[C:24]2[S:18][C:19](=[S:20])[NH:21][C:22]2=[O:23])=[CH:14][CH:15]=1, predict the reactants needed to synthesize it. The reactants are: [Cl:1][C:2]1[CH:10]=[CH:9][C:5]([C:6]([OH:8])=[O:7])=[CH:4][C:3]=1[C:11]1[O:12][C:13]([CH:16]=O)=[CH:14][CH:15]=1.[S:18]1[CH2:24][C:22](=[O:23])[NH:21][C:19]1=[S:20].N1CCCCC1. (4) Given the product [Cl:31][C:28]1[N:27]=[CH:26][C:25]([CH2:24][N:11]2[C:12]3[C:17](=[CH:16][CH:15]=[CH:14][CH:13]=3)[C:18]3[CH2:19][C@@H:20]([C:21]([OH:23])=[O:22])[NH:8][CH2:9][C:10]2=3)=[CH:30][CH:29]=1, predict the reactants needed to synthesize it. The reactants are: C(OC([N:8]1[C@H:20]([C:21]([OH:23])=[O:22])[CH2:19][C:18]2[C:17]3[C:12](=[CH:13][CH:14]=[CH:15][CH:16]=3)[N:11]([CH2:24][C:25]3[CH:26]=[N:27][C:28]([Cl:31])=[CH:29][CH:30]=3)[C:10]=2[CH2:9]1)=O)(C)(C)C.